This data is from Full USPTO retrosynthesis dataset with 1.9M reactions from patents (1976-2016). The task is: Predict the reactants needed to synthesize the given product. Given the product [F:1][CH2:2][CH2:3][N:4]1[CH2:9][CH2:8][N:7]([CH:10]2[CH2:15][CH2:14][NH:13][CH2:12][CH2:11]2)[CH2:6][CH2:5]1, predict the reactants needed to synthesize it. The reactants are: [F:1][CH2:2][CH2:3][N:4]1[CH2:9][CH2:8][N:7]([CH:10]2[CH2:15][CH2:14][N:13](C(OC(C)(C)C)=O)[CH2:12][CH2:11]2)[CH2:6][CH2:5]1.